This data is from Forward reaction prediction with 1.9M reactions from USPTO patents (1976-2016). The task is: Predict the product of the given reaction. (1) Given the reactants [CH3:1][C:2]1[CH:30]=[CH:29][CH:28]=[C:27]([CH3:31])[C:3]=1[CH2:4][NH:5][C:6]1[CH:7]=[C:8]2[C:13](=[CH:14][CH:15]=1)[N:12]=[C:11]([N:16]1[CH:20]=[C:19]([C:21]([O:23]CC)=[O:22])[CH:18]=[N:17]1)[NH:10][C:9]2=O.[CH2:32]([NH:34][CH3:35])[CH3:33], predict the reaction product. The product is: [CH3:31][C:27]1[CH:28]=[CH:29][CH:30]=[C:2]([CH3:1])[C:3]=1[CH2:4][NH:5][C:6]1[CH:7]=[C:8]2[C:13](=[CH:14][CH:15]=1)[N:12]=[C:11]([N:16]1[CH:20]=[C:19]([C:21]([OH:23])=[O:22])[CH:18]=[N:17]1)[N:10]=[C:9]2[N:34]([CH2:32][CH3:33])[CH3:35]. (2) Given the reactants [NH2:1][C:2]1[N:7]2[CH:8]=[CH:9][N:10]=[C:6]2[C:5]([C:11]2[CH:16]=[CH:15][CH:14]=[C:13]([C:17]#[C:18][C@:19]3([OH:26])[CH2:23][CH2:22][N:21]([CH3:24])[C:20]3=[O:25])[CH:12]=2)=[N:4][C:3]=1[C:27]([O:29]C)=O.[NH3:31], predict the reaction product. The product is: [NH2:1][C:2]1[N:7]2[CH:8]=[CH:9][N:10]=[C:6]2[C:5]([C:11]2[CH:16]=[CH:15][CH:14]=[C:13]([C:17]#[C:18][C@:19]3([OH:26])[CH2:23][CH2:22][N:21]([CH3:24])[C:20]3=[O:25])[CH:12]=2)=[N:4][C:3]=1[C:27]([NH2:31])=[O:29]. (3) Given the reactants C([N:8]([CH2:12][CH2:13][C:14]1[CH:19]=[CH:18][C:17](Br)=[CH:16][CH:15]=1)[C:9](=[O:11])[O-:10])C1C=CC=CC=1.[CH3:21][O:22][C:23]([C:25]1[CH:30]=[CH:29][C:28](B(O)O)=[C:27]([CH3:34])[CH:26]=1)=[O:24].C(=O)([O-])[O-].[Na+].[Na+], predict the reaction product. The product is: [CH2:13]([O:10][C:9]([NH:8][CH2:12][CH2:13][C:14]1[CH:15]=[CH:16][C:17]([C:28]2[CH:29]=[CH:30][C:25]([C:23]([O:22][CH3:21])=[O:24])=[CH:26][C:27]=2[CH3:34])=[CH:18][CH:19]=1)=[O:11])[C:14]1[CH:19]=[CH:18][CH:17]=[CH:16][CH:15]=1. (4) The product is: [CH2:1]([CH:8]1[CH2:9][N:10]([C:14]2[CH:19]=[CH:18][C:17]([O:20][CH3:21])=[C:16]([O:22][CH:23]3[CH2:27][CH2:26][CH2:25][CH2:24]3)[CH:15]=2)[CH2:11][CH2:12][N:13]1[C:44](=[O:45])[CH2:43][O:42][CH2:35][C:36]1[CH:41]=[CH:40][CH:39]=[CH:38][CH:37]=1)[C:2]1[CH:3]=[CH:4][CH:5]=[CH:6][CH:7]=1. Given the reactants [CH2:1]([C@@H:8]1[NH:13][CH2:12][CH2:11][N:10]([C:14]2[CH:19]=[CH:18][C:17]([O:20][CH3:21])=[C:16]([O:22][CH:23]3[CH2:27][CH2:26][CH2:25][CH2:24]3)[CH:15]=2)[CH2:9]1)[C:2]1[CH:7]=[CH:6][CH:5]=[CH:4][CH:3]=1.C(N(CC)CC)C.[CH2:35]([O:42][CH2:43][C:44](Cl)=[O:45])[C:36]1[CH:41]=[CH:40][CH:39]=[CH:38][CH:37]=1, predict the reaction product.